From a dataset of Full USPTO retrosynthesis dataset with 1.9M reactions from patents (1976-2016). Predict the reactants needed to synthesize the given product. (1) Given the product [CH2:16]([N:3]1[C:4]2[C:9](=[CH:8][CH:7]=[CH:6][CH:5]=2)[C:10]([C:11]([OH:13])=[O:12])=[C:2]1[CH3:1])[C:17]1[CH:22]=[CH:21][CH:20]=[CH:19][CH:18]=1, predict the reactants needed to synthesize it. The reactants are: [CH3:1][C:2]1[NH:3][C:4]2[C:9]([C:10]=1[C:11]([OH:13])=[O:12])=[CH:8][CH:7]=[CH:6][CH:5]=2.[H-].[Na+].[CH2:16](Br)[C:17]1[CH:22]=[CH:21][CH:20]=[CH:19][CH:18]=1. (2) Given the product [Cl:21][C:22]1[C:30]([C:31]([F:33])([F:34])[F:32])=[CH:29][CH:28]=[CH:27][C:23]=1[C:24]([N:13]1[CH2:14][CH2:15][N:10]([C:5]2[CH:6]=[CH:7][CH:8]=[CH:9][C:4]=2[CH:2]([CH3:1])[CH3:3])[C:11](=[O:16])[CH2:12]1)=[O:25], predict the reactants needed to synthesize it. The reactants are: [CH3:1][CH:2]([C:4]1[CH:9]=[CH:8][CH:7]=[CH:6][C:5]=1[N:10]1[CH2:15][CH2:14][NH:13][CH2:12][C:11]1=[O:16])[CH3:3].C(Cl)CCl.[Cl:21][C:22]1[C:30]([C:31]([F:34])([F:33])[F:32])=[CH:29][CH:28]=[CH:27][C:23]=1[C:24](O)=[O:25].C(O)(=O)CC(CC(O)=O)(C(O)=O)O.